Dataset: CYP2C9 inhibition data for predicting drug metabolism from PubChem BioAssay. Task: Regression/Classification. Given a drug SMILES string, predict its absorption, distribution, metabolism, or excretion properties. Task type varies by dataset: regression for continuous measurements (e.g., permeability, clearance, half-life) or binary classification for categorical outcomes (e.g., BBB penetration, CYP inhibition). Dataset: cyp2c9_veith. (1) The compound is CN1CCN(c2ncc3ncc(=O)n(C)c3n2)CC1. The result is 0 (non-inhibitor). (2) The compound is O=c1c(-c2ccc(Cl)cc2)nc2cnc(N3CCOCC3)nc2n1C[C@H]1CCCO1. The result is 0 (non-inhibitor).